From a dataset of Reaction yield outcomes from USPTO patents with 853,638 reactions. Predict the reaction yield, written as a fraction of the theoretical maximum amount of product (1.0 means a 100% yield; for example, 0.34 means a 34% yield). (1) The reactants are [CH2:1]([O:3][C:4]1[CH:9]=[C:8]([O:10][CH2:11][C:12]2[CH:17]=[CH:16][C:15]([O:18][CH3:19])=[CH:14][CH:13]=2)[N:7]=[CH:6][C:5]=1[C:20]1[CH:25]=[CH:24][C:23]([CH2:26][C:27]([O:29]C)=[O:28])=[C:22]([F:31])[CH:21]=1)[CH3:2].O[Li].O.CC(=O)OCC. The catalyst is C1COCC1.O. The product is [CH2:1]([O:3][C:4]1[CH:9]=[C:8]([O:10][CH2:11][C:12]2[CH:13]=[CH:14][C:15]([O:18][CH3:19])=[CH:16][CH:17]=2)[N:7]=[CH:6][C:5]=1[C:20]1[CH:25]=[CH:24][C:23]([CH2:26][C:27]([OH:29])=[O:28])=[C:22]([F:31])[CH:21]=1)[CH3:2]. The yield is 0.930. (2) The reactants are Br[C:2]1[C:7]([F:8])=[CH:6][C:5]([Cl:9])=[CH:4][N:3]=1.[C:10]([Cu])#[N:11]. No catalyst specified. The product is [Cl:9][C:5]1[CH:6]=[C:7]([F:8])[C:2]([C:10]#[N:11])=[N:3][CH:4]=1. The yield is 0.670.